From a dataset of Forward reaction prediction with 1.9M reactions from USPTO patents (1976-2016). Predict the product of the given reaction. (1) Given the reactants [NH2:1][C:2]1[CH:10]=[CH:9][C:8]([CH3:11])=[CH:7][C:3]=1[C:4]([OH:6])=O.C1N=CN(C(N2C=NC=C2)=O)C=1.Cl.[NH2:25][CH:26]1[CH2:31][CH2:30][C:29](=[O:32])[NH:28][C:27]1=[O:33].C(=O)([O-])O.[Na+], predict the reaction product. The product is: [NH2:1][C:2]1[CH:10]=[CH:9][C:8]([CH3:11])=[CH:7][C:3]=1[C:4]([NH:25][CH:26]1[CH2:31][CH2:30][C:29](=[O:32])[NH:28][C:27]1=[O:33])=[O:6]. (2) The product is: [CH3:11][N:8]1[C:9]2[C:5](=[CH:4][C:3]([CH3:12])=[C:2]([B:13]3[O:17][C:16]([CH3:19])([CH3:18])[C:15]([CH3:21])([CH3:20])[O:14]3)[CH:10]=2)[CH:6]=[N:7]1. Given the reactants Br[C:2]1[CH:10]=[C:9]2[C:5]([CH:6]=[N:7][N:8]2[CH3:11])=[CH:4][C:3]=1[CH3:12].[B:13]1([B:13]2[O:17][C:16]([CH3:19])([CH3:18])[C:15]([CH3:21])([CH3:20])[O:14]2)[O:17][C:16]([CH3:19])([CH3:18])[C:15]([CH3:21])([CH3:20])[O:14]1.C([O-])(=O)C.[K+].CC(=O)OCC.[Cl-].[Na+].O, predict the reaction product. (3) Given the reactants [Cl:1][C:2]1[CH:3]=[C:4]([CH:17]=[CH:18][CH:19]=1)[CH2:5][C:6]1[NH:7][C:8](=[O:16])[C:9]([C:14]#[N:15])=[C:10](SC)[N:11]=1.[NH:20]1[CH2:25][CH2:24][O:23][CH2:22][CH2:21]1, predict the reaction product. The product is: [Cl:1][C:2]1[CH:3]=[C:4]([CH:17]=[CH:18][CH:19]=1)[CH2:5][C:6]1[NH:7][C:8](=[O:16])[C:9]([C:14]#[N:15])=[C:10]([N:20]2[CH2:25][CH2:24][O:23][CH2:22][CH2:21]2)[N:11]=1.